Task: Predict the reactants needed to synthesize the given product.. Dataset: Retrosynthesis with 50K atom-mapped reactions and 10 reaction types from USPTO (1) Given the product CCOC(OCC)c1[nH]nnc1C=O, predict the reactants needed to synthesize it. The reactants are: CCOC(C#CC=O)OCC.[N-]=[N+]=[N-]. (2) Given the product O=C(O)c1sc(-c2ccncc2)cc1Cc1ccc2ccccc2c1, predict the reactants needed to synthesize it. The reactants are: CCOC(=O)c1sc(-c2ccncc2)cc1Cc1ccc2ccccc2c1. (3) Given the product O=C1CN(c2cccc(-n3cc(-c4ccc(Cl)cc4Cl)nc3Cc3ccc(-c4ccc(Br)cc4)cc3)c2)S(=O)(=O)N1, predict the reactants needed to synthesize it. The reactants are: O=C1CN(c2cccc(-n3cc(-c4ccc(Cl)cc4Cl)nc3Cc3ccc(I)cc3)c2)S(=O)(=O)N1.OB(O)c1ccc(Br)cc1.